Dataset: Forward reaction prediction with 1.9M reactions from USPTO patents (1976-2016). Task: Predict the product of the given reaction. (1) The product is: [CH3:4][C:5]1[N:10]=[C:9]([N:11]2[CH2:12][CH2:13][N:14]([CH2:17][CH2:18][C@H:19]3[CH2:20][CH2:21][C@H:22]([NH:25][C:35]([CH:32]4[CH2:33][CH2:34][O:29][CH2:30][CH2:31]4)=[O:36])[CH2:23][CH2:24]3)[CH2:15][CH2:16]2)[C:8]2[CH:26]=[CH:27][O:28][C:7]=2[CH:6]=1. Given the reactants Cl.Cl.Cl.[CH3:4][C:5]1[N:10]=[C:9]([N:11]2[CH2:16][CH2:15][N:14]([CH2:17][CH2:18][C@H:19]3[CH2:24][CH2:23][C@H:22]([NH2:25])[CH2:21][CH2:20]3)[CH2:13][CH2:12]2)[C:8]2[CH:26]=[CH:27][O:28][C:7]=2[CH:6]=1.[O:29]1[CH2:34][CH2:33][CH:32]([C:35](O)=[O:36])[CH2:31][CH2:30]1, predict the reaction product. (2) Given the reactants [Si]([O:8][CH2:9][CH2:10][CH2:11][N:12]1[CH2:16][CH2:15][NH:14][C:13]1=[O:17])(C(C)(C)C)(C)C.[H-].[Na+].Br[CH2:21][CH2:22][CH2:23]Br.CCN(C(C)C)C(C)C.[NH:34]1[CH2:39][CH2:38][CH:37]([O:40][C:41](=[O:55])[NH:42][C:43]2[CH:48]=[CH:47][CH:46]=[CH:45][C:44]=2[C:49]2[CH:54]=[CH:53][CH:52]=[CH:51][CH:50]=2)[CH2:36][CH2:35]1, predict the reaction product. The product is: [OH:8][CH2:9][CH2:10][CH2:11][N:12]1[CH2:16][CH2:15][N:14]([CH2:21][CH2:22][CH2:23][N:34]2[CH2:35][CH2:36][CH:37]([O:40][C:41](=[O:55])[NH:42][C:43]3[CH:48]=[CH:47][CH:46]=[CH:45][C:44]=3[C:49]3[CH:54]=[CH:53][CH:52]=[CH:51][CH:50]=3)[CH2:38][CH2:39]2)[C:13]1=[O:17]. (3) Given the reactants [C:1]1([CH2:7][CH2:8][C:9]2[N:13]3[CH:14]=[C:15]([CH2:18][NH2:19])[CH:16]=[CH:17][C:12]3=[CH:11][N:10]=2)[CH:6]=[CH:5][CH:4]=[CH:3][CH:2]=1.[CH3:20][O:21][CH2:22][O:23][C:24]1[CH:32]=[CH:31][C:27]([C:28](O)=[O:29])=[CH:26][CH:25]=1.C(N(CC)CC)C.CCN=C=NCCCN(C)C.C1C=CC2N(O)N=NC=2C=1.C([O-])(O)=O.[Na+], predict the reaction product. The product is: [CH3:20][O:21][CH2:22][O:23][C:24]1[CH:32]=[CH:31][C:27]([C:28]([NH:19][CH2:18][C:15]2[CH:16]=[CH:17][C:12]3[N:13]([C:9]([CH2:8][CH2:7][C:1]4[CH:2]=[CH:3][CH:4]=[CH:5][CH:6]=4)=[N:10][CH:11]=3)[CH:14]=2)=[O:29])=[CH:26][CH:25]=1. (4) Given the reactants C(Cl)(C(Cl)=O)=O.CS(C)=O.[CH3:11][C:12]1([CH3:42])[O:16][C@H:15]([C@H:17]([OH:39])[CH2:18][O:19][C:20]([C:33]2[CH:38]=[CH:37][CH:36]=[CH:35][CH:34]=2)([C:27]2[CH:32]=[CH:31][CH:30]=[CH:29][CH:28]=2)[C:21]2[CH:26]=[CH:25][CH:24]=[CH:23][CH:22]=2)[C@H:14]([CH:40]=[CH2:41])[O:13]1.C(N(CC)CC)C.[Cl-].[NH4+], predict the reaction product. The product is: [CH3:11][C:12]1([CH3:42])[O:16][C@H:15]([C:17](=[O:39])[CH2:18][O:19][C:20]([C:27]2[CH:32]=[CH:31][CH:30]=[CH:29][CH:28]=2)([C:21]2[CH:22]=[CH:23][CH:24]=[CH:25][CH:26]=2)[C:33]2[CH:38]=[CH:37][CH:36]=[CH:35][CH:34]=2)[C@H:14]([CH:40]=[CH2:41])[O:13]1. (5) Given the reactants [N:1]1[CH:6]=[CH:5][C:4]([CH:7](O)[CH2:8][N:9]2[CH2:14][CH2:13][N:12]([C:15]3[CH:20]=[N:19][CH:18]=[CH:17][N:16]=3)[CH2:11][CH2:10]2)=[CH:3][CH:2]=1.CS(Cl)(=O)=O.[NH2:27][CH2:28][C:29]1[CH:34]=[CH:33][CH:32]=[CH:31][N:30]=1, predict the reaction product. The product is: [N:30]1[CH:31]=[CH:32][CH:33]=[CH:34][C:29]=1[CH2:28][NH:27][CH:7]([C:4]1[CH:5]=[CH:6][N:1]=[CH:2][CH:3]=1)[CH2:8][N:9]1[CH2:14][CH2:13][N:12]([C:15]2[CH:20]=[N:19][CH:18]=[CH:17][N:16]=2)[CH2:11][CH2:10]1.